From a dataset of Catalyst prediction with 721,799 reactions and 888 catalyst types from USPTO. Predict which catalyst facilitates the given reaction. (1) The catalyst class is: 2. Product: [CH3:1][O:2][C:3](=[O:17])[C:4]1[CH:9]=[CH:8][C:7]([C:10]([F:24])([C:12]([O:14][CH3:15])=[O:13])[CH3:11])=[CH:6][CH:5]=1. Reactant: [CH3:1][O:2][C:3](=[O:17])[C:4]1[CH:9]=[CH:8][C:7]([C:10](O)([C:12]([O:14][CH3:15])=[O:13])[CH3:11])=[CH:6][CH:5]=1.CCN(S(F)(F)[F:24])CC. (2) The catalyst class is: 17. Reactant: [Cl:1][C:2]1[C:3]([NH:10][CH2:11][CH2:12][O:13][C:14]2[CH:19]=[CH:18][CH:17]=[CH:16][CH:15]=2)=[N:4][CH:5]=[C:6]([CH:9]=1)[CH:7]=O.C(O)(=O)[CH2:21][C:22]([OH:24])=[O:23].N1CCCCC1. Product: [Cl:1][C:2]1[CH:9]=[C:6](/[CH:7]=[CH:21]/[C:22]([OH:24])=[O:23])[CH:5]=[N:4][C:3]=1[NH:10][CH2:11][CH2:12][O:13][C:14]1[CH:19]=[CH:18][CH:17]=[CH:16][CH:15]=1. (3) Reactant: [F:1][C:2]1[CH:3]=[C:4]([C:9]2[N:13]([CH2:14][C:15]([O:17]C(C)(C)C)=[O:16])[C:12](=[O:22])[C:11]3([CH2:26][CH2:25][CH2:24][CH2:23]3)[N:10]=2)[CH:5]=[C:6]([F:8])[CH:7]=1.[ClH:27]. Product: [ClH:27].[F:1][C:2]1[CH:3]=[C:4]([C:9]2[N:13]([CH2:14][C:15]([OH:17])=[O:16])[C:12](=[O:22])[C:11]3([CH2:26][CH2:25][CH2:24][CH2:23]3)[N:10]=2)[CH:5]=[C:6]([F:8])[CH:7]=1. The catalyst class is: 13.